Dataset: KCNQ2 potassium channel screen with 302,405 compounds. Task: Binary Classification. Given a drug SMILES string, predict its activity (active/inactive) in a high-throughput screening assay against a specified biological target. (1) The molecule is O=C1N(CC(C1)C(=O)Nc1noc(c1)C)c1ccc(cc1)CC. The result is 0 (inactive). (2) The drug is O=C(NC1CCCC1)C1N(Cc2c(C1)cccc2)C(OC(C)(C)C)=O. The result is 0 (inactive). (3) The molecule is o1c(CN2C3CCC2CC(NC(=O)c2ccc(cc2)C)C3)ccc1. The result is 0 (inactive). (4) The molecule is S(c1c(NC(=O)CN(CC(=O)Nc2ccc(OC)cc2)C)cccc1)C. The result is 0 (inactive). (5) The drug is O=c1[nH]c2c(cc1/C=C1\C(=O)NC(=O)NC1=O)cc(cc2)C. The result is 0 (inactive). (6) The compound is O(C1CCN(CC1)C(C)C)c1c(OC)ccc(c1)C(=O)NCc1nocc1. The result is 0 (inactive). (7) The result is 0 (inactive). The compound is O(C(C)C)C(=O)c1c(C(=O)c2cc([N+]([O-])=O)c(N)cc2)cccc1. (8) The compound is s1c(N(CCN(C)C)C(=O)CCc2ccccc2)nc2c1cc(F)cc2F. The result is 0 (inactive). (9) The drug is FC(F)(F)c1nc(Nc2c(OC)cc(OC)cc2)nc(n1)N. The result is 0 (inactive). (10) The drug is S(=O)(=O)(NCc1ccncc1)c1cc(c(cc1)C)C(=O)NCC(C)C. The result is 0 (inactive).